Predict the reactants needed to synthesize the given product. From a dataset of Full USPTO retrosynthesis dataset with 1.9M reactions from patents (1976-2016). (1) Given the product [Cl:1][C:2]1[CH:3]=[C:4]([CH3:23])[C:5]([CH:21]=[C:43]([Br:45])[Br:44])=[C:6]2[C:10]=1[N:9]([S:11]([C:14]1[CH:20]=[CH:19][C:17]([CH3:18])=[CH:16][CH:15]=1)(=[O:13])=[O:12])[CH:8]=[CH:7]2, predict the reactants needed to synthesize it. The reactants are: [Cl:1][C:2]1[C:10]2[N:9]([S:11]([C:14]3[CH:20]=[CH:19][C:17]([CH3:18])=[CH:16][CH:15]=3)(=[O:13])=[O:12])[CH:8]=[CH:7][C:6]=2[C:5]([CH:21]=O)=[C:4]([CH3:23])[CH:3]=1.C1C=CC(P(C2C=CC=CC=2)C2C=CC=CC=2)=CC=1.[C:43](Br)(Br)([Br:45])[Br:44]. (2) The reactants are: [C:1]([C:3]1[CH:8]=[CH:7][C:6]([CH:9]2[CH2:14][CH2:13][N:12]([C:15]([C:17]3[CH:18]=[CH:19][C:20]([CH3:26])=[C:21]([CH:25]=3)[C:22]([OH:24])=[O:23])=[O:16])[CH2:11][CH2:10]2)=[CH:5][CH:4]=1)#[N:2].S(=O)(=O)(O)O.[CH3:32]O. Given the product [C:1]([C:3]1[CH:8]=[CH:7][C:6]([CH:9]2[CH2:14][CH2:13][N:12]([C:15]([C:17]3[CH:18]=[CH:19][C:20]([CH3:26])=[C:21]([CH:25]=3)[C:22]([O:24][CH3:32])=[O:23])=[O:16])[CH2:11][CH2:10]2)=[CH:5][CH:4]=1)#[N:2], predict the reactants needed to synthesize it. (3) Given the product [OH:31][C:10]1[C:9]2[CH:8]([CH3:32])[CH2:7][C:6]3[CH:33]=[C:2]([N:40]4[CH2:44][CH2:43][CH2:42][CH2:41]4)[CH:3]=[CH:4][C:5]=3[C:14]=2[NH:13][C:12](=[O:26])[C:11]=1[C:27]([OH:29])=[O:28], predict the reactants needed to synthesize it. The reactants are: Cl[C:2]1[CH:3]=[CH:4][C:5]2[C:14]3[N:13](CC4C=CC(OC)=CC=4OC)[C:12](=[O:26])[C:11]([C:27]([O:29]C)=[O:28])=[C:10]([OH:31])[C:9]=3[CH:8]([CH3:32])[CH2:7][C:6]=2[CH:33]=1.C(O[Na])(C)(C)C.[NH:40]1[CH2:44][CH2:43][CH2:42][CH2:41]1. (4) Given the product [F:13][C:10]([F:11])([F:12])[S:7]([N-:6][S:3]([C:2]([F:1])([F:14])[F:15])(=[O:4])=[O:5])(=[O:8])=[O:9].[CH3:26][Si:27]([CH3:34])([CH3:33])[O:16][CH2:17][CH2:18][N+:19]1[CH:23]=[CH:22][N:21]([CH3:24])[C:20]=1[CH3:25], predict the reactants needed to synthesize it. The reactants are: [F:1][C:2]([F:15])([F:14])[S:3]([N-:6][S:7]([C:10]([F:13])([F:12])[F:11])(=[O:9])=[O:8])(=[O:5])=[O:4].[OH:16][CH2:17][CH2:18][N+:19]1[CH:23]=[CH:22][N:21]([CH3:24])[C:20]=1[CH3:25].[CH3:26][Si:27]([CH3:34])([CH3:33])N[Si:27]([CH3:34])([CH3:33])[CH3:26].N. (5) Given the product [CH:1]1([N:4]2[CH2:9][CH2:8][CH:7]([OH:10])[CH2:6][CH2:5]2)[CH2:3][CH2:2]1, predict the reactants needed to synthesize it. The reactants are: [CH:1]1([N:4]2[CH2:9][CH2:8][C:7](=[O:10])[CH2:6][CH2:5]2)[CH2:3][CH2:2]1.[BH4-].[Na+]. (6) Given the product [O:1]=[C:2]1[N:3]([C:24]2[CH:31]=[CH:30][C:27]([C:28]#[N:29])=[C:26]([C:32]([F:33])([F:35])[F:34])[CH:25]=2)[C@@H:4]2[CH2:22][CH2:21][CH2:20][CH2:19][C@H:5]2[N:6]1[C:7]1[CH:14]=[CH:13][C:10]([C:11]#[N:12])=[C:9]([C:15]([F:18])([F:16])[F:17])[CH:8]=1, predict the reactants needed to synthesize it. The reactants are: [O:1]=[C:2]1[N:6]([C:7]2[CH:14]=[CH:13][C:10]([C:11]#[N:12])=[C:9]([C:15]([F:18])([F:17])[F:16])[CH:8]=2)[C@@H:5]2[CH2:19][CH2:20][CH2:21][CH2:22][C@H:4]2[NH:3]1.I[C:24]1[CH:31]=[CH:30][C:27]([C:28]#[N:29])=[C:26]([C:32]([F:35])([F:34])[F:33])[CH:25]=1.